Dataset: Forward reaction prediction with 1.9M reactions from USPTO patents (1976-2016). Task: Predict the product of the given reaction. The product is: [CH3:1][O:2][C:3]1[CH:12]=[C:11]2[C:6]([C:7](=[O:21])[CH:8]([C:13]3[CH:18]=[CH:17][C:16]([O:19][CH3:20])=[CH:15][CH:14]=3)[CH2:9][O:10]2)=[CH:5][CH:4]=1. Given the reactants [CH3:1][O:2][C:3]1[CH:12]=[C:11]2[C:6]([C:7](=[O:21])[C:8]([C:13]3[CH:18]=[CH:17][C:16]([O:19][CH3:20])=[CH:15][CH:14]=3)=[CH:9][O:10]2)=[CH:5][CH:4]=1.CC(C[AlH]CC(C)C)C, predict the reaction product.